The task is: Predict the reaction yield, written as a fraction of the theoretical maximum amount of product (1.0 means a 100% yield; for example, 0.34 means a 34% yield).. This data is from Reaction yield outcomes from USPTO patents with 853,638 reactions. (1) The product is [Br:1][C:2]1[CH:10]=[C:9]2[C:5]([CH:6]=[N:7][N:8]2[C:23]([O:22][C:19]([CH3:21])([CH3:20])[CH3:18])=[O:24])=[CH:4][CH:3]=1. The catalyst is CN(C)C1C=CN=CC=1.C(#N)C. The yield is 0.630. The reactants are [Br:1][C:2]1[CH:10]=[C:9]2[C:5]([CH:6]=[N:7][NH:8]2)=[CH:4][CH:3]=1.C(N(CC)CC)C.[CH3:18][C:19]([O:22][C:23](O[C:23]([O:22][C:19]([CH3:21])([CH3:20])[CH3:18])=[O:24])=[O:24])([CH3:21])[CH3:20]. (2) The reactants are [Si]([O:8][CH2:9][CH2:10][O:11][C:12]1[CH:19]=[CH:18][C:15]([CH:16]=[O:17])=[CH:14][C:13]=1[CH3:20])(C(C)(C)C)(C)C.CC(O)=O.CCCC[N+](CCCC)(CCCC)CCCC.[F-]. The catalyst is C1COCC1.O. The product is [OH:8][CH2:9][CH2:10][O:11][C:12]1[CH:19]=[CH:18][C:15]([CH:16]=[O:17])=[CH:14][C:13]=1[CH3:20]. The yield is 0.850. (3) The reactants are [I:1]I.[Br:3][C:4]1[CH:5]=[C:6]([C:9]([NH:16][C:17]([NH:19][C:20](=[O:36])[O:21][CH2:22][CH:23]2[C:35]3[CH:34]=[CH:33][CH:32]=[CH:31][C:30]=3[C:29]3[C:24]2=[CH:25][CH:26]=[CH:27][CH:28]=3)=[S:18])([CH3:15])[CH2:10][C:11]([CH2:13][OH:14])=[CH2:12])[S:7][CH:8]=1. The catalyst is C1COCC1.CCOC(C)=O. The product is [Br:3][C:4]1[CH:5]=[C:6]([C:9]2([CH3:15])[CH2:10][C:11]([CH2:13][OH:14])([CH2:12][I:1])[S:18][C:17]([NH:19][C:20](=[O:36])[O:21][CH2:22][CH:23]3[C:24]4[CH:25]=[CH:26][CH:27]=[CH:28][C:29]=4[C:30]4[C:35]3=[CH:34][CH:33]=[CH:32][CH:31]=4)=[N:16]2)[S:7][CH:8]=1. The yield is 0.771. (4) The catalyst is C(OCC)(=O)C.[Cu]I.C1(C)C=CC=CC=1. The reactants are [C-]#N.[K+].C[NH:5][CH2:6][CH2:7]NC.BrC1[CH:12]=[C:13]([CH3:18])[CH:14]=[C:15]([CH3:17])[CH:16]=1.CCCCCCCCCCCC.N. The product is [CH3:18][C:13]1[CH:12]=[C:7]([CH:16]=[C:15]([CH3:17])[CH:14]=1)[C:6]#[N:5]. The yield is 0.150. (5) The reactants are [Cl:1][C:2]1[N:7]=[CH:6][C:5]([Cl:8])=[C:4](Cl)[N:3]=1.[CH2:10]([N:12]1[CH2:18][CH2:17][C:16]2[CH:19]=[C:20]([NH2:23])[CH:21]=[CH:22][C:15]=2[CH2:14][CH2:13]1)[CH3:11].C(N(CC)C(C)C)(C)C. The catalyst is C(O)(C)C. The product is [Cl:1][C:2]1[N:3]=[C:4]([NH:23][C:20]2[CH:21]=[CH:22][C:15]3[CH2:14][CH2:13][N:12]([CH2:10][CH3:11])[CH2:18][CH2:17][C:16]=3[CH:19]=2)[C:5]([Cl:8])=[CH:6][N:7]=1. The yield is 0.740. (6) The reactants are [CH2:1]([O:8][C:9]([NH:11][C@@:12]([C:22]([O:24][CH2:25][CH3:26])=[O:23])([C:19](O)=[O:20])[CH2:13][C:14]([O:16][CH2:17][CH3:18])=[O:15])=[O:10])[C:2]1[CH:7]=[CH:6][CH:5]=[CH:4][CH:3]=1.ClC(OCC(C)C)=O.[NH3:35].Cl. The catalyst is C1COCC1.C(N(CC)CC)C. The product is [CH2:1]([O:8][C:9]([NH:11][C@@:12]([C:19](=[O:20])[NH2:35])([CH2:13][C:14]([O:16][CH2:17][CH3:18])=[O:15])[C:22]([O:24][CH2:25][CH3:26])=[O:23])=[O:10])[C:2]1[CH:7]=[CH:6][CH:5]=[CH:4][CH:3]=1. The yield is 0.840. (7) The reactants are [F:1][C:2]([F:26])([F:25])[C:3]1[CH:4]=[C:5]([NH:13][C:14]2[C:23]3[C:18](=[CH:19][CH:20]=[CH:21][CH:22]=3)[C:17](Cl)=[N:16][N:15]=2)[CH:6]=[C:7]([C:9]([F:12])([F:11])[F:10])[CH:8]=1.[CH:27]([C:29]1[C:37]2[C:32](=[CH:33][C:34](B3OC(C)(C)C(C)(C)O3)=[CH:35][CH:36]=2)[N:31](C(OC(C)(C)C)=O)[N:30]=1)=[O:28].[O-]P([O-])([O-])=O.[K+].[K+].[K+].[OH-].[Na+]. The catalyst is O1CCOCC1.C1C=CC(P(C2C=CC=CC=2)[C-]2C=CC=C2)=CC=1.C1C=CC(P(C2C=CC=CC=2)[C-]2C=CC=C2)=CC=1.Cl[Pd]Cl.[Fe+2].ClCCl.O. The product is [F:1][C:2]([F:26])([F:25])[C:3]1[CH:4]=[C:5]([NH:13][C:14]2[C:23]3[C:18](=[CH:19][CH:20]=[CH:21][CH:22]=3)[C:17]([C:34]3[CH:33]=[C:32]4[C:37]([C:29]([CH:27]=[O:28])=[N:30][NH:31]4)=[CH:36][CH:35]=3)=[N:16][N:15]=2)[CH:6]=[C:7]([C:9]([F:12])([F:11])[F:10])[CH:8]=1. The yield is 0.170.